From a dataset of Catalyst prediction with 721,799 reactions and 888 catalyst types from USPTO. Predict which catalyst facilitates the given reaction. (1) Reactant: S(=O)(=O)(O)O.[N+:6]([O-:9])(O)=[O:7].[Br:10][C:11]1[CH:16]=[CH:15][C:14]([C:17]([CH3:20])([CH3:19])[CH3:18])=[CH:13][CH:12]=1. Product: [Br:10][C:11]1[CH:16]=[CH:15][C:14]([C:17]([CH3:20])([CH3:19])[CH3:18])=[CH:13][C:12]=1[N+:6]([O-:9])=[O:7]. The catalyst class is: 6. (2) Reactant: [CH3:1][O:2][CH2:3][CH2:4][O:5][C:6]1[CH:11]=[CH:10][C:9]([C:12]2[O:36][C:15]3[N:16]=[CH:17][N:18]=[C:19]([NH:20][CH2:21][CH2:22][N:23]4[CH2:28][CH2:27][N:26](C(OC(C)(C)C)=O)[CH2:25][CH2:24]4)[C:14]=3[C:13]=2[C:37]2[CH:42]=[CH:41][CH:40]=[CH:39][CH:38]=2)=[CH:8][CH:7]=1.N#N.C(O)(C(F)(F)F)=O. Product: [CH3:1][O:2][CH2:3][CH2:4][O:5][C:6]1[CH:7]=[CH:8][C:9]([C:12]2[O:36][C:15]3[N:16]=[CH:17][N:18]=[C:19]([NH:20][CH2:21][CH2:22][N:23]4[CH2:24][CH2:25][NH:26][CH2:27][CH2:28]4)[C:14]=3[C:13]=2[C:37]2[CH:38]=[CH:39][CH:40]=[CH:41][CH:42]=2)=[CH:10][CH:11]=1. The catalyst class is: 2. (3) Reactant: [NH2:1][C:2]1[CH:3]=[C:4]([CH:15]=[CH:16][C:17]=1[O:18][CH3:19])[C:5]([NH:7][C:8]1[CH:13]=[CH:12][C:11]([F:14])=[CH:10][CH:9]=1)=[O:6].[CH3:20][C:21]1[CH:22]=[C:23]([Bi]([C:23]2[CH:24]=[C:25]([CH3:27])[CH:26]=[C:21]([CH3:20])[CH:22]=2)[C:23]2[CH:24]=[C:25]([CH3:27])[CH:26]=[C:21]([CH3:20])[CH:22]=2)[CH:24]=[C:25]([CH3:27])[CH:26]=1.C([O-])(=O)C.C(N(CC)CC)C. Product: [CH3:19][O:18][C:17]1[CH:16]=[CH:15][C:4]([C:5]([NH:7][C:8]2[CH:9]=[CH:10][C:11]([F:14])=[CH:12][CH:13]=2)=[O:6])=[CH:3][C:2]=1[NH:1][C:23]1[CH:24]=[C:25]([CH3:27])[CH:26]=[C:21]([CH3:20])[CH:22]=1. The catalyst class is: 536. (4) The catalyst class is: 28. Reactant: Br[C:2]1[C:10]2[C:5](=[CH:6][CH:7]=[CH:8][CH:9]=2)[N:4]2[CH2:11][N:12]([CH3:15])[CH2:13][CH2:14][C:3]=12.[Li]C(C)(C)C.[CH:21]([C:23]1[CH:32]=[CH:31][C:26]([C:27]([O:29][CH3:30])=[O:28])=[CH:25][CH:24]=1)=[O:22]. Product: [OH:22][CH:21]([C:2]1[C:10]2[C:5](=[CH:6][CH:7]=[CH:8][CH:9]=2)[N:4]2[CH2:11][N:12]([CH3:15])[CH2:13][CH2:14][C:3]=12)[C:23]1[CH:24]=[CH:25][C:26]([C:27]([O:29][CH3:30])=[O:28])=[CH:31][CH:32]=1. (5) Reactant: [C:1]([CH2:3][CH2:4][C:5]1[CH:10]=[CH:9][N:8]=[C:7]([C:11]#[N:12])[CH:6]=1)#[N:2].[C:13](OC)(=[O:21])[C:14]1[C:15](=[CH:17][CH:18]=[CH:19][CH:20]=1)[SH:16].C(N(CC)CC)C. Product: [O:21]=[C:13]1[C:14]2[CH:20]=[CH:19][CH:18]=[CH:17][C:15]=2[S:16][C:11]([C:7]2[CH:6]=[C:5]([CH2:4][CH2:3][C:1]#[N:2])[CH:10]=[CH:9][N:8]=2)=[N:12]1. The catalyst class is: 11.